From a dataset of Forward reaction prediction with 1.9M reactions from USPTO patents (1976-2016). Predict the product of the given reaction. (1) The product is: [CH2:1]([N:3]([CH:26]1[CH2:27][CH2:28][O:29][CH2:30][CH2:31]1)[C:4]1[S:8][C:7]([CH:9]2[CH2:13][CH2:12][N:11]([C:14]([O:16][C:17]([CH3:20])([CH3:18])[CH3:19])=[O:15])[CH2:10]2)=[C:6]([C:21]([O:23][CH3:24])=[O:22])[C:5]=1[CH3:25])[CH3:2]. Given the reactants [CH2:1]([N:3]([CH:26]1[CH2:31][CH2:30][O:29][CH2:28][CH2:27]1)[C:4]1[S:8][C:7]([C:9]2[CH2:10][N:11]([C:14]([O:16][C:17]([CH3:20])([CH3:19])[CH3:18])=[O:15])[CH2:12][CH:13]=2)=[C:6]([C:21]([O:23][CH3:24])=[O:22])[C:5]=1[CH3:25])[CH3:2], predict the reaction product. (2) Given the reactants [Na].[F:2][C:3]1[CH:8]=[CH:7][CH:6]=[CH:5][C:4]=1[CH2:9][C:10]#[N:11].[N:12]([C:15]1[CH:23]=[CH:22][CH:21]=[CH:20][C:16]=1[C:17]([OH:19])=O)=[N+:13]=[N-:14].C(O)(=O)CC(CC(O)=O)(C(O)=O)O, predict the reaction product. The product is: [F:2][C:3]1[CH:8]=[CH:7][CH:6]=[CH:5][C:4]=1[C:9]1[N:14]=[N:13][N:12]2[C:15]3[C:16](=[CH:20][CH:21]=[CH:22][CH:23]=3)[C:17](=[O:19])[NH:11][C:10]=12. (3) The product is: [CH3:16][O:15][C@:8]1([C:9]2[CH:14]=[CH:13][CH:12]=[CH:11][CH:10]=2)[CH2:7][CH2:6][NH:5][CH2:4][C@@H:3]1[OH:2]. Given the reactants Cl.[OH:2][C@@H:3]1[C@@:8]([O:15][CH3:16])([C:9]2[CH:14]=[CH:13][CH:12]=[CH:11][CH:10]=2)[CH2:7][CH2:6][N:5](C(OC(C)(C)C)=O)[CH2:4]1, predict the reaction product. (4) Given the reactants [S:1]1[C:5]2[CH:6]=[CH:7][C:8]([CH2:10][CH2:11][O:12][CH2:13][CH2:14][CH2:15][N:16]3[CH2:19][CH:18]([OH:20])[CH2:17]3)=[CH:9][C:4]=2[CH:3]=[CH:2]1.[C:21]([OH:30])(=[O:29])[C@@H:22]([C@H:24]([C:26]([OH:28])=[O:27])[OH:25])[OH:23].C(O)C, predict the reaction product. The product is: [C:26]([C@@H:24]([C@H:22]([C:21]([OH:30])=[O:29])[OH:23])[OH:25])([OH:28])=[O:27].[S:1]1[C:5]2[CH:6]=[CH:7][C:8]([CH2:10][CH2:11][O:12][CH2:13][CH2:14][CH2:15][N:16]3[CH2:19][CH:18]([OH:20])[CH2:17]3)=[CH:9][C:4]=2[CH:3]=[CH:2]1. (5) Given the reactants Cl.Cl.[O:3]1[C:7]2[CH:8]=[CH:9][CH:10]=[C:11]([CH:12]3[CH2:17][CH2:16][N:15]([CH2:18][CH2:19][C@H:20]4[CH2:25][CH2:24][C@H:23]([NH2:26])[CH2:22][CH2:21]4)[CH2:14][CH2:13]3)[C:6]=2[CH2:5][CH2:4]1.[CH3:27][CH:28]([CH3:33])[CH2:29][C:30](O)=[O:31], predict the reaction product. The product is: [O:3]1[C:7]2[CH:8]=[CH:9][CH:10]=[C:11]([CH:12]3[CH2:17][CH2:16][N:15]([CH2:18][CH2:19][C@H:20]4[CH2:21][CH2:22][C@H:23]([NH:26][C:30](=[O:31])[CH2:29][CH:28]([CH3:33])[CH3:27])[CH2:24][CH2:25]4)[CH2:14][CH2:13]3)[C:6]=2[CH2:5][CH2:4]1. (6) Given the reactants [Mg].II.Br[CH2:5][CH2:6][CH:7]=[CH2:8].CON(C)[C:12](=[O:32])[CH2:13][CH2:14][CH:15]1[CH2:24][C:23]2[C:18](=[CH:19][CH:20]=[CH:21][CH:22]=2)[CH2:17][N:16]1[C:25]([O:27][C:28]([CH3:31])([CH3:30])[CH3:29])=[O:26].[Cl-].[NH4+], predict the reaction product. The product is: [O:32]=[C:12]([CH2:8][CH2:7][CH:6]=[CH2:5])[CH2:13][CH2:14][CH:15]1[CH2:24][C:23]2[C:18](=[CH:19][CH:20]=[CH:21][CH:22]=2)[CH2:17][N:16]1[C:25]([O:27][C:28]([CH3:30])([CH3:31])[CH3:29])=[O:26]. (7) Given the reactants [OH:1][C:2]1[CH:7]=[C:6]([CH3:8])[O:5][C:4](=[O:9])[C:3]=1[C:10](=[O:23])[CH:11]=[CH:12][C:13]1[CH:18]=[CH:17][CH:16]=[C:15]([CH:19]=[CH:20][C:21]#[N:22])[CH:14]=1.[H-].[Na+].S(OC)(O[CH3:30])(=O)=O, predict the reaction product. The product is: [CH3:30][O:1][C:2]1[CH:7]=[C:6]([CH3:8])[O:5][C:4](=[O:9])[C:3]=1[C:10](=[O:23])[CH:11]=[CH:12][C:13]1[CH:18]=[CH:17][CH:16]=[C:15]([CH:19]=[CH:20][C:21]#[N:22])[CH:14]=1. (8) Given the reactants CC1C=CC(S(O[CH2:12][CH:13]2[CH2:17][C:16]3[CH:18]=[C:19]([Cl:30])[CH:20]=[C:21]([C:22]4[C:27]([CH3:28])=[CH:26][CH:25]=[CH:24][C:23]=4[CH3:29])[C:15]=3[O:14]2)(=O)=O)=CC=1.[NH:31]1[CH2:36][CH2:35][O:34][CH2:33][CH2:32]1, predict the reaction product. The product is: [Cl:30][C:19]1[CH:20]=[C:21]([C:22]2[C:27]([CH3:28])=[CH:26][CH:25]=[CH:24][C:23]=2[CH3:29])[C:15]2[O:14][CH:13]([CH2:12][N:31]3[CH2:36][CH2:35][O:34][CH2:33][CH2:32]3)[CH2:17][C:16]=2[CH:18]=1.